This data is from Catalyst prediction with 721,799 reactions and 888 catalyst types from USPTO. The task is: Predict which catalyst facilitates the given reaction. (1) The catalyst class is: 93. Reactant: [H-].[Na+:2].CO[C:5](=[O:10])[C:6]([O:8][CH3:9])=[O:7].[CH2:11]([O:18][C:19]1[CH:24]=[CH:23][C:22]([C:25](=[O:27])[CH3:26])=[CH:21][CH:20]=1)[C:12]1[CH:17]=[CH:16][CH:15]=[CH:14][CH:13]=1. Product: [CH2:11]([O:18][C:19]1[CH:20]=[CH:21][C:22]([C:25](=[O:27])[CH:26]=[C:5]([C:6]([O:8][CH3:9])=[O:7])[O-:10])=[CH:23][CH:24]=1)[C:12]1[CH:13]=[CH:14][CH:15]=[CH:16][CH:17]=1.[Na+:2]. (2) Reactant: Cl.[F:2][C:3]1[C:8]([F:9])=[CH:7][CH:6]=[CH:5][C:4]=1[NH:10][C:11](=[O:47])[CH2:12][N:13]1[CH:17]=[C:16]([NH:18][C:19]2[C:28]3[C:23](=[CH:24][C:25]([O:44][CH2:45][CH3:46])=[CH:26][C:27]=3[O:29][CH2:30][C@H:31]3[CH2:36][CH2:35][CH2:34][CH2:33][N:32]3C(OC(C)(C)C)=O)[N:22]=[CH:21][N:20]=2)[CH:15]=[N:14]1.FC(F)(F)C(O)=O. Product: [F:2][C:3]1[C:8]([F:9])=[CH:7][CH:6]=[CH:5][C:4]=1[NH:10][C:11](=[O:47])[CH2:12][N:13]1[CH:17]=[C:16]([NH:18][C:19]2[C:28]3[C:23](=[CH:24][C:25]([O:44][CH2:45][CH3:46])=[CH:26][C:27]=3[O:29][CH2:30][C@H:31]3[CH2:36][CH2:35][CH2:34][CH2:33][NH:32]3)[N:22]=[CH:21][N:20]=2)[CH:15]=[N:14]1. The catalyst class is: 4. (3) Reactant: Cl[C:2]1[N:7]=[C:6]([C:8]2[CH:13]=[CH:12][C:11]([N:14]([CH2:19][C:20]#[N:21])[S:15]([CH3:18])(=[O:17])=[O:16])=[CH:10][CH:9]=2)[CH:5]=[CH:4][N:3]=1.[NH2:22][C:23]1[CH:24]=[CH:25][C:26]([N:32]2[CH2:37][CH2:36][O:35][CH2:34][CH2:33]2)=[C:27]([CH:31]=1)[C:28]([OH:30])=[O:29].O.C1(C)C=CC(S(O)(=O)=O)=CC=1. Product: [C:20]([CH2:19][N:14]([C:11]1[CH:12]=[CH:13][C:8]([C:6]2[CH:5]=[CH:4][N:3]=[C:2]([NH:22][C:23]3[CH:24]=[CH:25][C:26]([N:32]4[CH2:33][CH2:34][O:35][CH2:36][CH2:37]4)=[C:27]([CH:31]=3)[C:28]([OH:30])=[O:29])[N:7]=2)=[CH:9][CH:10]=1)[S:15]([CH3:18])(=[O:17])=[O:16])#[N:21]. The catalyst class is: 12. (4) Reactant: I[C:2]1[CH:3]=[CH:4][C:5]2[N:6]([CH:8]=[C:9]([NH:11][C:12]([CH:14]3[CH2:16][CH2:15]3)=[O:13])[N:10]=2)[N:7]=1.[NH2:17][C:18]1[CH:19]=[C:20]([OH:25])[CH:21]=[CH:22][C:23]=1[CH3:24].C(=O)([O-])[O-].[K+].[K+]. Product: [NH2:17][C:18]1[CH:19]=[C:20]([CH:21]=[CH:22][C:23]=1[CH3:24])[O:25][C:2]1[CH:3]=[CH:4][C:5]2[N:6]([CH:8]=[C:9]([NH:11][C:12]([CH:14]3[CH2:16][CH2:15]3)=[O:13])[N:10]=2)[N:7]=1. The catalyst class is: 9. (5) Product: [Br:1][C:2]1[CH:3]=[CH:4][C:5]([C:8]([NH:62][C:55]2[CH:54]=[C:53]([C:48]3[CH:49]=[CH:50][CH:51]=[C:52]4[C:47]=3[CH:46]=[CH:45][NH:44]4)[CH:61]=[C:60]3[C:56]=2[CH:57]=[N:58][NH:59]3)=[O:10])=[N:6][CH:7]=1. Reactant: [Br:1][C:2]1[CH:3]=[CH:4][C:5]([C:8]([OH:10])=O)=[N:6][CH:7]=1.CN(C(ON1N=NC2C=CC=NC1=2)=[N+](C)C)C.F[P-](F)(F)(F)(F)F.CCN(C(C)C)C(C)C.[NH:44]1[C:52]2[C:47](=[C:48]([C:53]3[CH:54]=[C:55]([NH2:62])[C:56]4[CH:57]=[N:58][NH:59][C:60]=4[CH:61]=3)[CH:49]=[CH:50][CH:51]=2)[CH:46]=[CH:45]1. The catalyst class is: 3. (6) Reactant: C(OC([N:8]1[CH2:13][CH2:12][CH:11]([N:14]([CH:33]2[CH2:35][CH2:34]2)[C:15]([C:17]2[CH:18]=[N:19][C:20]([C:23]3[CH:28]=[CH:27][C:26]([S:29]([CH3:32])(=[O:31])=[O:30])=[CH:25][CH:24]=3)=[N:21][CH:22]=2)=[O:16])[CH2:10][CH2:9]1)=O)(C)(C)C.FC(F)(F)C(O)=O. Product: [CH:33]1([N:14]([CH:11]2[CH2:12][CH2:13][NH:8][CH2:9][CH2:10]2)[C:15]([C:17]2[CH:22]=[N:21][C:20]([C:23]3[CH:28]=[CH:27][C:26]([S:29]([CH3:32])(=[O:31])=[O:30])=[CH:25][CH:24]=3)=[N:19][CH:18]=2)=[O:16])[CH2:35][CH2:34]1. The catalyst class is: 4. (7) Reactant: C(OC([NH:11][CH:12]1[CH2:17][N:16]([C:18]([O:20][C:21]([CH3:24])([CH3:23])[CH3:22])=[O:19])[CH2:15][CH:14]([C:25]([O:27][CH3:28])=[O:26])[CH2:13]1)=O)C1C=CC=CC=1. Product: [NH2:11][CH:12]1[CH2:17][N:16]([C:18]([O:20][C:21]([CH3:22])([CH3:23])[CH3:24])=[O:19])[CH2:15][CH:14]([C:25]([O:27][CH3:28])=[O:26])[CH2:13]1. The catalyst class is: 19. (8) Reactant: [Cl:1][Si](C)(C)C.C([O:10][C:11](=[O:30])[C@@H:12]([NH:22]C(OC(C)(C)C)=O)[CH2:13][CH:14]([S:19][S:20][CH3:21])[CH2:15][N:16]=[N+:17]=[N-:18])(C)(C)C. Product: [ClH:1].[NH2:22][C@@H:12]([CH2:13][CH:14]([S:19][S:20][CH3:21])[CH2:15][N:16]=[N+:17]=[N-:18])[C:11]([OH:30])=[O:10]. The catalyst class is: 836. (9) Reactant: Cl.[C:2]([C:6]1[CH:16]=[CH:15][CH:14]=[CH:13][C:7]=1[O:8][CH2:9]CNC)([CH3:5])([CH3:4])[CH3:3].[C:17]([O:21]C(C1NCC2NN=C(C(O)=O)C=2C1)=O)([CH3:20])([CH3:19])[CH3:18].[CH3:36][CH2:37][N:38](C(C)C)C(C)C.CCN=C=[N:49][CH2:50][CH2:51][CH2:52][N:53]([CH3:55])[CH3:54].C1C=CC2N([OH:65])N=NC=2C=1.[CH3:66][N:67]([CH:69]=[O:70])[CH3:68]. Product: [C:2]([C:6]1[CH:16]=[CH:15][CH:14]=[CH:13][C:7]=1[O:8][CH2:9][CH2:66][N:67]([CH3:68])[C:69]([C:37]1[C:36]2[CH2:55][N:53]([C:54]([O:21][C:17]([CH3:20])([CH3:19])[CH3:18])=[O:65])[CH2:52][CH2:51][C:50]=2[NH:49][N:38]=1)=[O:70])([CH3:3])([CH3:4])[CH3:5]. The catalyst class is: 6.